Dataset: NCI-60 drug combinations with 297,098 pairs across 59 cell lines. Task: Regression. Given two drug SMILES strings and cell line genomic features, predict the synergy score measuring deviation from expected non-interaction effect. (1) Drug 1: C1=CN(C=N1)CC(O)(P(=O)(O)O)P(=O)(O)O. Drug 2: CC12CCC3C(C1CCC2OP(=O)(O)O)CCC4=C3C=CC(=C4)OC(=O)N(CCCl)CCCl.[Na+]. Cell line: SN12C. Synergy scores: CSS=-0.276, Synergy_ZIP=-6.87, Synergy_Bliss=-11.9, Synergy_Loewe=-18.4, Synergy_HSA=-11.7. (2) Drug 1: C1=CN(C(=O)N=C1N)C2C(C(C(O2)CO)O)O.Cl. Drug 2: CC1CCCC2(C(O2)CC(NC(=O)CC(C(C(=O)C(C1O)C)(C)C)O)C(=CC3=CSC(=N3)C)C)C. Cell line: IGROV1. Synergy scores: CSS=22.2, Synergy_ZIP=-6.73, Synergy_Bliss=-6.04, Synergy_Loewe=-19.4, Synergy_HSA=-6.70. (3) Drug 1: CC(C)(C#N)C1=CC(=CC(=C1)CN2C=NC=N2)C(C)(C)C#N. Drug 2: C1CNP(=O)(OC1)N(CCCl)CCCl. Cell line: M14. Synergy scores: CSS=-8.34, Synergy_ZIP=2.15, Synergy_Bliss=-2.19, Synergy_Loewe=-6.81, Synergy_HSA=-7.58.